From a dataset of Catalyst prediction with 721,799 reactions and 888 catalyst types from USPTO. Predict which catalyst facilitates the given reaction. (1) Reactant: C(OC([NH:8][C:9]1[S:10][C:11]2[S:17](=[O:19])(=[O:18])[CH2:16][C:15]3[C:20]([C:29]([O:31][CH2:32][CH3:33])=[O:30])=[N:21][N:22]([CH:23]4[CH2:28][CH2:27][O:26][CH2:25][CH2:24]4)[C:14]=3[C:12]=2[N:13]=1)=O)(C)(C)C.C(O)(C(F)(F)F)=O.O. Product: [NH2:8][C:9]1[S:10][C:11]2[S:17](=[O:19])(=[O:18])[CH2:16][C:15]3[C:20]([C:29]([O:31][CH2:32][CH3:33])=[O:30])=[N:21][N:22]([CH:23]4[CH2:24][CH2:25][O:26][CH2:27][CH2:28]4)[C:14]=3[C:12]=2[N:13]=1. The catalyst class is: 2. (2) Reactant: C([O:8][C:9]1[CH:10]=[C:11]([CH:23]=[CH:24][CH:25]=1)[O:12][C@@H:13]([CH2:21][CH3:22])[CH2:14][C@H:15]1[CH2:19][O:18][C:17]([NH2:20])=[N:16]1)C1C=CC=CC=1. Product: [NH2:20][C:17]1[O:18][CH2:19][C@H:15]([CH2:14][C@@H:13]([O:12][C:11]2[CH:10]=[C:9]([OH:8])[CH:25]=[CH:24][CH:23]=2)[CH2:21][CH3:22])[N:16]=1. The catalyst class is: 19. (3) Reactant: [CH3:1][C:2]1[CH:3]=[C:4]([CH:18]=[C:19]([CH3:21])[CH:20]=1)[CH2:5][CH:6]1[C:13]2[CH:12]=[C:11]([C:14]([O:16]C)=[O:15])[NH:10][C:9]=2[CH2:8][CH2:7]1.O.[OH-].[Li+].CO. The catalyst class is: 1. Product: [CH3:21][C:19]1[CH:18]=[C:4]([CH:3]=[C:2]([CH3:1])[CH:20]=1)[CH2:5][CH:6]1[C:13]2[CH:12]=[C:11]([C:14]([OH:16])=[O:15])[NH:10][C:9]=2[CH2:8][CH2:7]1. (4) Reactant: [NH2:1][C:2]1[CH:3]=[C:4]2[C:10]([C:11]3[CH:12]=[C:13]([NH:17][C@H:18]([C:22]([NH:24][CH2:25][C:26]([F:29])([F:28])[F:27])=[O:23])[CH:19]([CH3:21])[CH3:20])[CH:14]=[N:15][CH:16]=3)=[CH:9][N:8]([CH2:30][O:31][CH2:32][CH2:33][Si:34]([CH3:37])([CH3:36])[CH3:35])[C:5]2=[N:6][CH:7]=1.[CH3:38][S:39](Cl)(=[O:41])=[O:40]. Product: [CH3:38][S:39]([NH:1][C:2]1[CH:3]=[C:4]2[C:10]([C:11]3[CH:12]=[C:13]([NH:17][C@H:18]([C:22]([NH:24][CH2:25][C:26]([F:29])([F:28])[F:27])=[O:23])[CH:19]([CH3:21])[CH3:20])[CH:14]=[N:15][CH:16]=3)=[CH:9][N:8]([CH2:30][O:31][CH2:32][CH2:33][Si:34]([CH3:37])([CH3:36])[CH3:35])[C:5]2=[N:6][CH:7]=1)(=[O:41])=[O:40]. The catalyst class is: 202. (5) Reactant: Cl.[CH3:2][O:3][C:4]1[CH:9]=[CH:8][CH:7]=[CH:6][C:5]=1[N:10]1[CH2:15][CH2:14][N:13]([CH:16]([CH3:29])[C:17]([C:19]2[CH:28]=[CH:27][C:22]3[NH:23][C:24](=[O:26])[NH:25][C:21]=3[CH:20]=2)=[O:18])[CH2:12][CH2:11]1.[BH4-].[Na+].Cl. Product: [OH:18][CH:17]([C:19]1[CH:28]=[CH:27][C:22]2[NH:23][C:24](=[O:26])[NH:25][C:21]=2[CH:20]=1)[CH:16]([N:13]1[CH2:14][CH2:15][N:10]([C:5]2[CH:6]=[CH:7][CH:8]=[CH:9][C:4]=2[O:3][CH3:2])[CH2:11][CH2:12]1)[CH3:29]. The catalyst class is: 5. (6) Reactant: [Cl:1][C:2]1[CH:7]=[CH:6][CH:5]=[CH:4][C:3]=1[CH2:8][C:9]([OH:11])=O.C(Cl)(=O)C([Cl:15])=O. The catalyst class is: 118. Product: [Cl:1][C:2]1[CH:7]=[CH:6][CH:5]=[CH:4][C:3]=1[CH2:8][C:9]([Cl:15])=[O:11].